Dataset: NCI-60 drug combinations with 297,098 pairs across 59 cell lines. Task: Regression. Given two drug SMILES strings and cell line genomic features, predict the synergy score measuring deviation from expected non-interaction effect. (1) Drug 1: CC1=C(C=C(C=C1)NC(=O)C2=CC=C(C=C2)CN3CCN(CC3)C)NC4=NC=CC(=N4)C5=CN=CC=C5. Drug 2: CC1CCCC2(C(O2)CC(NC(=O)CC(C(C(=O)C(C1O)C)(C)C)O)C(=CC3=CSC(=N3)C)C)C. Cell line: UO-31. Synergy scores: CSS=22.4, Synergy_ZIP=-1.77, Synergy_Bliss=6.70, Synergy_Loewe=-19.6, Synergy_HSA=5.32. (2) Drug 1: C1CC(=O)NC(=O)C1N2CC3=C(C2=O)C=CC=C3N. Drug 2: CC1=C(C(CCC1)(C)C)C=CC(=CC=CC(=CC(=O)O)C)C. Cell line: HT29. Synergy scores: CSS=13.4, Synergy_ZIP=2.49, Synergy_Bliss=3.84, Synergy_Loewe=7.91, Synergy_HSA=8.01. (3) Drug 1: C1=C(C(=O)NC(=O)N1)N(CCCl)CCCl. Drug 2: CS(=O)(=O)OCCCCOS(=O)(=O)C. Cell line: HT29. Synergy scores: CSS=25.4, Synergy_ZIP=-5.32, Synergy_Bliss=3.34, Synergy_Loewe=-3.23, Synergy_HSA=1.21. (4) Drug 1: C1=C(C(=O)NC(=O)N1)F. Drug 2: CCC1(C2=C(COC1=O)C(=O)N3CC4=CC5=C(C=CC(=C5CN(C)C)O)N=C4C3=C2)O.Cl. Cell line: SF-295. Synergy scores: CSS=33.8, Synergy_ZIP=-4.44, Synergy_Bliss=-5.60, Synergy_Loewe=-2.48, Synergy_HSA=-0.682. (5) Drug 1: C1=NC2=C(N1)C(=S)N=C(N2)N. Drug 2: CN(CC1=CN=C2C(=N1)C(=NC(=N2)N)N)C3=CC=C(C=C3)C(=O)NC(CCC(=O)O)C(=O)O. Cell line: SNB-19. Synergy scores: CSS=44.4, Synergy_ZIP=2.54, Synergy_Bliss=1.55, Synergy_Loewe=-19.7, Synergy_HSA=-0.179. (6) Drug 1: C1=C(C(=O)NC(=O)N1)N(CCCl)CCCl. Drug 2: CC1C(C(CC(O1)OC2CC(CC3=C2C(=C4C(=C3O)C(=O)C5=C(C4=O)C(=CC=C5)OC)O)(C(=O)CO)O)N)O.Cl. Cell line: UO-31. Synergy scores: CSS=77.0, Synergy_ZIP=2.81, Synergy_Bliss=2.91, Synergy_Loewe=6.71, Synergy_HSA=8.24. (7) Drug 1: C1=CC(=CC=C1CCCC(=O)O)N(CCCl)CCCl. Drug 2: CC12CCC3C(C1CCC2O)C(CC4=C3C=CC(=C4)O)CCCCCCCCCS(=O)CCCC(C(F)(F)F)(F)F. Cell line: SR. Synergy scores: CSS=50.3, Synergy_ZIP=-1.04, Synergy_Bliss=-2.32, Synergy_Loewe=-4.81, Synergy_HSA=-2.81. (8) Drug 1: CC(C1=C(C=CC(=C1Cl)F)Cl)OC2=C(N=CC(=C2)C3=CN(N=C3)C4CCNCC4)N. Drug 2: COC1=NC(=NC2=C1N=CN2C3C(C(C(O3)CO)O)O)N. Cell line: NCIH23. Synergy scores: CSS=11.4, Synergy_ZIP=-4.35, Synergy_Bliss=-0.199, Synergy_Loewe=-6.20, Synergy_HSA=-0.461. (9) Drug 1: CC(C)(C#N)C1=CC(=CC(=C1)CN2C=NC=N2)C(C)(C)C#N. Drug 2: CCC1=C2CN3C(=CC4=C(C3=O)COC(=O)C4(CC)O)C2=NC5=C1C=C(C=C5)O. Cell line: UACC62. Synergy scores: CSS=22.8, Synergy_ZIP=5.10, Synergy_Bliss=4.68, Synergy_Loewe=-34.6, Synergy_HSA=-6.23. (10) Drug 1: C1=NC2=C(N=C(N=C2N1C3C(C(C(O3)CO)O)F)Cl)N. Drug 2: CC(C)NC(=O)C1=CC=C(C=C1)CNNC.Cl. Cell line: HOP-92. Synergy scores: CSS=16.8, Synergy_ZIP=-2.49, Synergy_Bliss=4.98, Synergy_Loewe=-17.7, Synergy_HSA=0.566.